The task is: Regression/Classification. Given a drug SMILES string, predict its toxicity properties. Task type varies by dataset: regression for continuous values (e.g., LD50, hERG inhibition percentage) or binary classification for toxic/non-toxic outcomes (e.g., AMES mutagenicity, cardiotoxicity, hepatotoxicity). Dataset: ames.. This data is from Ames mutagenicity test results for genotoxicity prediction. (1) The molecule is CN(C)Cc1ccccc1. The result is 0 (non-mutagenic). (2) The drug is O=NN1CC[C@@H](O)C1. The result is 1 (mutagenic). (3) The drug is Cc1ccc(CC2CO2)cc1. The result is 1 (mutagenic). (4) The compound is O=C(O)c1cc(=O)c2c(OCC(O)COc3cccc4oc(C(=O)O)cc(=O)c34)cccc2o1. The result is 0 (non-mutagenic). (5) The drug is Oc1cccc2c1ccc1c3ccccc3ccc21. The result is 1 (mutagenic).